Task: Predict the reactants needed to synthesize the given product.. Dataset: Full USPTO retrosynthesis dataset with 1.9M reactions from patents (1976-2016) (1) Given the product [Cl:1][C:2]1[CH:15]=[C:14]([CH:13]=[CH:12][C:3]=1[CH2:4][N:5]1[CH2:10][CH2:9][N:8]([CH3:11])[CH2:7][CH2:6]1)[NH2:16], predict the reactants needed to synthesize it. The reactants are: [Cl:1][C:2]1[CH:15]=[C:14]([N+:16]([O-])=O)[CH:13]=[CH:12][C:3]=1[CH2:4][N:5]1[CH2:10][CH2:9][N:8]([CH3:11])[CH2:7][CH2:6]1.[NH4+].[Cl-].C(O)(=O)C. (2) Given the product [C:1]([O:5][C:6](=[O:14])[NH:7][CH:8]1[CH2:13][CH2:12][N:11]([CH2:22][CH2:23][OH:24])[CH2:10][CH2:9]1)([CH3:4])([CH3:2])[CH3:3], predict the reactants needed to synthesize it. The reactants are: [C:1]([O:5][C:6](=[O:14])[NH:7][CH:8]1[CH2:13][CH2:12][NH:11][CH2:10][CH2:9]1)([CH3:4])([CH3:3])[CH3:2].C(=O)([O-])[O-].[Na+].[Na+].Br[CH2:22][CH2:23][OH:24]. (3) Given the product [S:1]([O:10][CH2:9][C:8]1[CH:11]=[C:12]([I:16])[CH:13]=[C:14]([I:15])[C:7]=1[I:6])(=[O:3])(=[O:2])[CH3:4], predict the reactants needed to synthesize it. The reactants are: [S:1](Cl)([CH3:4])(=[O:3])=[O:2].[I:6][C:7]1[C:14]([I:15])=[CH:13][C:12]([I:16])=[CH:11][C:8]=1[CH2:9][OH:10].C(N(C(C)C)CC)(C)C.O.